From a dataset of Experimentally validated miRNA-target interactions with 360,000+ pairs, plus equal number of negative samples. Binary Classification. Given a miRNA mature sequence and a target amino acid sequence, predict their likelihood of interaction. (1) The miRNA is mmu-miR-1897-3p with sequence UCAACUCGUUCUGUCCGGUGAG. The protein sequence of the target gene is MGKAAALSRGGGCAGRSRGLSSLFTVVPCLSCHTAAPGMNSSAFGSGPASKPQLQPVQAPERELLSKQVCQPISEPASRSEPGSQTTSVPRPSGVGQESELQGLWPGSENGTRSVSIIKASPELAMPSPLQSTVGSLPVTKPESKLVPKTQSFLRQGQAKISVGTPVSGIGVQMVSPPLDSYKGWLLKWTNYLKGYQRRWFVLGNGLLSYYRNQGEMAHTCRATINLASTHFETEDSCGILLCNGARTYHLKASSEVDRQHWITALELAKAKAIRVMKTQSDDSGDDDEEPAAPADNSEL.... Result: 0 (no interaction). (2) The miRNA is hsa-let-7a-5p with sequence UGAGGUAGUAGGUUGUAUAGUU. The protein sequence of the target gene is MGCASAKHVATVQNEEEAQKGKNYQNGDVFGDEYRIKPVEEVKYMKNGAEEEQKIAARNQENLEKSASSNVRLKTNKEVPGLVHQPRANMHISESQQEFFRMLDEKIEKGRDYCSEEEDIT. Result: 1 (interaction). (3) The miRNA is hsa-miR-412-3p with sequence ACUUCACCUGGUCCACUAGCCGU. The protein sequence of the target gene is MLSSAHLVPTSVQRAQSWICRSSRSFMDLKALLSSLNDFASLSFAESWDNVGLLVEPSPPHTVNTLFLTNDLTEEVMDEALQKKADFILSYHPPIFRPMKHITWKTWKECLVIRALENRVAVYSPHTAYDAAPQGVNSWLAKGLGTCTTRPIHPSRAPDYPTEGAHRLEFSVNRSQDLDKVMSTLRGVGGVSVTSFPARCDGEEQTRISLNCTQKTLMQVLAFLSQDRQLYQKTEILSLEKPLLLHTGMGRLCTLDESVSLAIMIERIKTHLKLSHLRLALGVGRTLESQVKVVALCAGS.... Result: 0 (no interaction).